From a dataset of Catalyst prediction with 721,799 reactions and 888 catalyst types from USPTO. Predict which catalyst facilitates the given reaction. (1) Reactant: [Cl:1][C:2]1[CH:10]=[CH:9][C:5]([C:6]([OH:8])=O)=[CH:4][C:3]=1[C:11]1[O:12][C:13]([CH:16]=[C:17]2[S:21][C:20](=[S:22])[NH:19][C:18]2=[O:23])=[CH:14][CH:15]=1.CN(C(ON1N=NC2C=CC=CC1=2)=[N+](C)C)C.F[P-](F)(F)(F)(F)F.CCN(C(C)C)C(C)C.[CH3:57][O:58][CH2:59][CH2:60][NH2:61]. Product: [Cl:1][C:2]1[CH:10]=[CH:9][C:5]([C:6]([NH:61][CH2:60][CH2:59][O:58][CH3:57])=[O:8])=[CH:4][C:3]=1[C:11]1[O:12][C:13]([CH:16]=[C:17]2[S:21][C:20](=[S:22])[NH:19][C:18]2=[O:23])=[CH:14][CH:15]=1. The catalyst class is: 3. (2) The catalyst class is: 332. Reactant: [C:1]([O:5][C:6]([N:8]1[CH2:13][CH:12]2[C:10]([C:14]3[CH:19]=[CH:18][C:17]([Cl:20])=[C:16]([Cl:21])[CH:15]=3)([CH2:11]2)[C:9]1=[O:22])=[O:7])([CH3:4])([CH3:3])[CH3:2].[Li][CH3:24]. Product: [C:1]([O:5][C:6](=[O:7])[NH:8][CH2:13][CH:12]1[CH2:11][C:10]1([C:9](=[O:22])[CH3:24])[C:14]1[CH:19]=[CH:18][C:17]([Cl:20])=[C:16]([Cl:21])[CH:15]=1)([CH3:4])([CH3:2])[CH3:3]. (3) Reactant: [F:1][C:2]([F:22])([C:6]([F:21])([F:20])[C:7]([F:19])([F:18])[C:8]([F:17])([F:16])[C:9]([F:15])([F:14])[C:10]([F:13])([F:12])[F:11])[C:3]([OH:5])=[O:4].[CH3:23]O.S(=O)(=O)(O)O. Product: [F:1][C:2]([F:22])([C:6]([F:20])([F:21])[C:7]([F:18])([F:19])[C:8]([F:17])([F:16])[C:9]([F:14])([F:15])[C:10]([F:13])([F:12])[F:11])[C:3]([O:5][CH3:23])=[O:4]. The catalyst class is: 6. (4) Reactant: C(N(CC)C(C)C)(C)C.[CH2:10]([N:17]=[C:18]=[O:19])[C:11]1[CH:16]=[CH:15][CH:14]=[CH:13][CH:12]=1.[Si]([O:27][C:28]1[CH:33]=[C:32]([O:34][Si](C(C)(C)C)(C)C)[CH:31]=[CH:30][C:29]=1[C@H:42]1[CH2:47][CH2:46][C@H:45]([OH:48])[CH2:44][CH2:43]1)(C(C)(C)C)(C)C. Product: [CH2:10]([NH:17][C:18](=[O:19])[O:48][C@H:45]1[CH2:44][CH2:43][C@H:42]([C:29]2[CH:30]=[CH:31][C:32]([OH:34])=[CH:33][C:28]=2[OH:27])[CH2:47][CH2:46]1)[C:11]1[CH:16]=[CH:15][CH:14]=[CH:13][CH:12]=1. The catalyst class is: 9. (5) Reactant: [C:1]([C:5]1[CH:20]=[CH:19][C:8]([C:9]([NH:11][C:12]2[CH:13]=[N:14][CH:15]=[CH:16][C:17]=2[NH2:18])=[O:10])=[CH:7][CH:6]=1)([CH3:4])([CH3:3])[CH3:2].N1C=CC=CC=1.[C:27](Cl)(=[O:36])[C:28]1[CH:33]=[CH:32][C:31]([O:34][CH3:35])=[CH:30][CH:29]=1. Product: [C:1]([C:5]1[CH:20]=[CH:19][C:8]([C:9]([NH:11][C:12]2[CH:13]=[N:14][CH:15]=[CH:16][C:17]=2[NH:18][C:27](=[O:36])[C:28]2[CH:33]=[CH:32][C:31]([O:34][CH3:35])=[CH:30][CH:29]=2)=[O:10])=[CH:7][CH:6]=1)([CH3:4])([CH3:2])[CH3:3]. The catalyst class is: 11. (6) Reactant: [C:1]([O:5][C:6](=[O:28])[CH2:7][C@@H:8]([CH2:12][CH2:13][CH2:14][C:15]1[CH:20]=[CH:19][C:18]([C:21]2[CH:26]=[CH:25][CH:24]=[CH:23][CH:22]=2)=[C:17]([CH3:27])[CH:16]=1)[C:9]([OH:11])=[O:10])([CH3:4])([CH3:3])[CH3:2].[CH3:29][C@H:30]([NH2:37])[C:31]1[CH:36]=[CH:35][CH:34]=[CH:33][CH:32]=1.C1(N)CCCCC1.C(OC(=O)C[C@@H](CCCC1C=CC(C2C=CC=CC=2)=C(C)C=1)C(O)=O)(C)(C)C.C(O)(=O)CC(CC(O)=O)(C(O)=O)O. Product: [CH3:29][C@H:30]([NH2:37])[C:31]1[CH:36]=[CH:35][CH:34]=[CH:33][CH:32]=1.[C:1]([O:5][C:6](=[O:28])[CH2:7][C@@H:8]([CH2:12][CH2:13][CH2:14][C:15]1[CH:20]=[CH:19][C:18]([C:21]2[CH:22]=[CH:23][CH:24]=[CH:25][CH:26]=2)=[C:17]([CH3:27])[CH:16]=1)[C:9]([OH:11])=[O:10])([CH3:3])([CH3:4])[CH3:2]. The catalyst class is: 13.